This data is from Full USPTO retrosynthesis dataset with 1.9M reactions from patents (1976-2016). The task is: Predict the reactants needed to synthesize the given product. (1) Given the product [CH2:12]([N:8]([CH2:9][CH2:14][CH3:31])[C:27]([C:25]1[CH:24]=[C:20]([CH:19]=[CH:18][CH:26]=1)[C:21]([OH:23])=[O:22])=[O:29])[CH2:11][CH3:10], predict the reactants needed to synthesize it. The reactants are: C(OC([N:8]1[CH2:12][C@H:11](O)[CH2:10][C@@H:9]1[C:14](O)=O)=O)(C)(C)C.N[C:18]1[CH:19]=[C:20]([CH:24]=[C:25]([C:27]([O:29]C)=O)[CH:26]=1)[C:21]([OH:23])=[O:22].[CH3:31]OC(C1C=C(C=C([N+]([O-])=O)C=1)C(O)=O)=O. (2) Given the product [Cl:34][C:35]([Cl:39])([Cl:38])[C:36](=[NH:37])[O:14][CH:12]([C:6]1[CH:7]=[C:8]([Cl:11])[CH:9]=[C:10]2[C:5]=1[N:4]([CH2:15][O:16][CH2:17][CH2:18][Si:19]([CH3:21])([CH3:20])[CH3:22])[N:3]=[C:2]2[Br:1])[CH3:13], predict the reactants needed to synthesize it. The reactants are: [Br:1][C:2]1[C:10]2[C:5](=[C:6]([CH:12]([OH:14])[CH3:13])[CH:7]=[C:8]([Cl:11])[CH:9]=2)[N:4]([CH2:15][O:16][CH2:17][CH2:18][Si:19]([CH3:22])([CH3:21])[CH3:20])[N:3]=1.N12CCCN=C1CCCCC2.[Cl:34][C:35]([Cl:39])([Cl:38])[C:36]#[N:37]. (3) Given the product [N-:12]([S:13]([C:16]([F:19])([F:17])[F:18])(=[O:15])=[O:14])[S:20]([C:23]([F:26])([F:25])[F:24])(=[O:22])=[O:21].[CH2:2]([P+:4]([CH2:10][CH3:11])([CH2:8][CH3:9])[CH2:5][O:6][CH3:7])[CH3:3], predict the reactants needed to synthesize it. The reactants are: [Br-].[CH2:2]([P+:4]([CH2:10][CH3:11])([CH2:8][CH3:9])[CH2:5][O:6][CH3:7])[CH3:3].[N-:12]([S:20]([C:23]([F:26])([F:25])[F:24])(=[O:22])=[O:21])[S:13]([C:16]([F:19])([F:18])[F:17])(=[O:15])=[O:14].[Li+].